This data is from Full USPTO retrosynthesis dataset with 1.9M reactions from patents (1976-2016). The task is: Predict the reactants needed to synthesize the given product. (1) The reactants are: Cl[C:2]1[C:3](=[O:16])[N:4]([C:9]2[CH:14]=[CH:13][C:12]([F:15])=[CH:11][CH:10]=2)[CH:5]=[C:6]([Cl:8])N=1.[CH3:17][O-:18].[Na+].Cl.[CH3:21]O. Given the product [Cl:8][C:6]1[CH:21]=[C:2]([O:18][CH3:17])[C:3](=[O:16])[N:4]([C:9]2[CH:14]=[CH:13][C:12]([F:15])=[CH:11][CH:10]=2)[CH:5]=1, predict the reactants needed to synthesize it. (2) Given the product [C:1]([CH2:4][N:5]1[C:11](=[O:12])[CH:10]([CH2:13][C:14]([OH:16])=[O:15])[CH2:9][C:8]2[CH:18]=[CH:19][C:20]([O:22][CH2:23][CH2:24][CH2:25][NH:26][C:27]3[CH:32]=[CH:31][CH:30]=[CH:29][N:28]=3)=[CH:21][C:7]=2[CH2:6]1)([OH:3])=[O:2], predict the reactants needed to synthesize it. The reactants are: [C:1]([CH2:4][N:5]1[C:11](=[O:12])[CH:10]([CH2:13][C:14]([O:16]C)=[O:15])[CH2:9][C:8]2[CH:18]=[CH:19][C:20]([O:22][CH2:23][CH2:24][CH2:25][NH:26][C:27]3[CH:32]=[CH:31][CH:30]=[CH:29][N:28]=3)=[CH:21][C:7]=2[CH2:6]1)([OH:3])=[O:2].N1C=CC=CC=1NCCCOC1C=CC2CC(CC(OCC)=O)C(=O)NCC=2C=1.